This data is from Full USPTO retrosynthesis dataset with 1.9M reactions from patents (1976-2016). The task is: Predict the reactants needed to synthesize the given product. (1) The reactants are: [CH:1]1([CH2:6][C@@H:7]([C:20]([NH:22][NH:23][C:24]2[C:29]([F:30])=[C:28]([N:31]3[CH2:35][CH:34]([N:36]([CH3:38])[CH3:37])[C:33]([CH3:40])([CH3:39])[CH2:32]3)[N:27]=[C:26]([CH3:41])[N:25]=2)=[O:21])[CH2:8][N:9]([O:12]CC2C=CC=CC=2)[CH:10]=[O:11])[CH2:5][CH2:4][CH2:3][CH2:2]1. Given the product [CH:1]1([CH2:6][C@@H:7]([C:20]([NH:22][NH:23][C:24]2[C:29]([F:30])=[C:28]([N:31]3[CH2:35][CH:34]([N:36]([CH3:38])[CH3:37])[C:33]([CH3:39])([CH3:40])[CH2:32]3)[N:27]=[C:26]([CH3:41])[N:25]=2)=[O:21])[CH2:8][N:9]([OH:12])[CH:10]=[O:11])[CH2:5][CH2:4][CH2:3][CH2:2]1, predict the reactants needed to synthesize it. (2) The reactants are: C(=O)([O-])[O-].[K+].[K+].Br[C:8]1[S:9][CH:10]=[CH:11][N:12]=1.[C:13]([O:17][C:18](=[O:26])[NH:19][CH:20]1[CH2:25][CH2:24][NH:23][CH2:22][CH2:21]1)([CH3:16])([CH3:15])[CH3:14]. Given the product [C:13]([O:17][C:18](=[O:26])[NH:19][CH:20]1[CH2:25][CH2:24][N:23]([C:8]2[S:9][CH:10]=[CH:11][N:12]=2)[CH2:22][CH2:21]1)([CH3:16])([CH3:14])[CH3:15], predict the reactants needed to synthesize it.